Dataset: Forward reaction prediction with 1.9M reactions from USPTO patents (1976-2016). Task: Predict the product of the given reaction. (1) Given the reactants [OH:1][C:2]1[CH:3]=[CH:4][C:5]([N+:10]([O-:12])=[O:11])=[C:6]([CH:9]=1)[CH:7]=[O:8].C(=O)([O-])[O-].[Cs+].[Cs+].[CH2:19](I)[CH3:20].O, predict the reaction product. The product is: [CH2:19]([O:1][C:2]1[CH:3]=[CH:4][C:5]([N+:10]([O-:12])=[O:11])=[C:6]([CH:9]=1)[CH:7]=[O:8])[CH3:20]. (2) Given the reactants [CH3:1][CH:2]([CH3:22])[CH2:3][CH2:4][NH:5][C:6]1[C:19]2[C:18](=[O:20])[C:17]3[C:12](=[CH:13][CH:14]=[CH:15][CH:16]=3)[C:11](=[O:21])[C:10]=2[CH:9]=[CH:8][CH:7]=1.C[O:24]CC(O)C.CN1CCOCC1.N1CCCCC1.C1C=CC2C(=O)C3C(=C(O)C=CC=3O)C(=O)C=2C=1.[BH4-].[Na+], predict the reaction product. The product is: [CH3:1][CH:2]([CH3:22])[CH2:3][CH2:4][NH:5][C:6]1[C:19]2[C:18](=[O:20])[C:17]3[C:12](=[CH:13][CH:14]=[CH:15][CH:16]=3)[C:11](=[O:21])[C:10]=2[C:9]([OH:24])=[CH:8][CH:7]=1.